Task: Regression. Given a peptide amino acid sequence and an MHC pseudo amino acid sequence, predict their binding affinity value. This is MHC class I binding data.. Dataset: Peptide-MHC class I binding affinity with 185,985 pairs from IEDB/IMGT (1) The peptide sequence is MSCDDVVFGI. The MHC is HLA-A02:06 with pseudo-sequence HLA-A02:06. The binding affinity (normalized) is 0.490. (2) The peptide sequence is FSPEVIPMF. The MHC is HLA-B40:02 with pseudo-sequence HLA-B40:02. The binding affinity (normalized) is 0.245. (3) The peptide sequence is QLAKRSEIL. The MHC is HLA-A02:06 with pseudo-sequence HLA-A02:06. The binding affinity (normalized) is 0.0847. (4) The peptide sequence is RYTRRISLF. The MHC is HLA-A24:03 with pseudo-sequence HLA-A24:03. The binding affinity (normalized) is 0.880. (5) The binding affinity (normalized) is 0. The peptide sequence is FVIVIYIFTV. The MHC is Mamu-B01 with pseudo-sequence Mamu-B01. (6) The peptide sequence is RMMGKNIFY. The MHC is HLA-B08:01 with pseudo-sequence HLA-B08:01. The binding affinity (normalized) is 0.0847. (7) The peptide sequence is YHRPLTGYM. The binding affinity (normalized) is 0.0847. The MHC is HLA-A68:02 with pseudo-sequence HLA-A68:02.